From a dataset of Forward reaction prediction with 1.9M reactions from USPTO patents (1976-2016). Predict the product of the given reaction. (1) Given the reactants C(OC([N:8](C(OC(C)(C)C)=O)[C:9]1[N:14]=[CH:13][C:12]([C:15]2[CH:20]=[CH:19][C:18]([OH:21])=[CH:17][CH:16]=2)=[C:11]([CH2:22][CH3:23])[C:10]=1[Br:24])=O)(C)(C)C.Cl.CCOC(C)=O, predict the reaction product. The product is: [NH2:8][C:9]1[N:14]=[CH:13][C:12]([C:15]2[CH:16]=[CH:17][C:18]([OH:21])=[CH:19][CH:20]=2)=[C:11]([CH2:22][CH3:23])[C:10]=1[Br:24]. (2) Given the reactants [Br:1][C:2]1[CH2:7][CH2:6][CH2:5][CH2:4][C:3]=1[CH:8]=O.[CH2:10]([O:12][C:13](=[O:26])[C:14]1[CH:19]=[CH:18][C:17]([N:20]2[CH2:25][CH2:24][NH:23][CH2:22][CH2:21]2)=[CH:16][CH:15]=1)[CH3:11].C(O)C.C([BH3-])#N.[Na+], predict the reaction product. The product is: [Br:1][C:2]1[CH2:7][CH2:6][CH2:5][CH2:4][C:3]=1[CH2:8][N:23]1[CH2:22][CH2:21][N:20]([C:17]2[CH:16]=[CH:15][C:14]([C:13]([O:12][CH2:10][CH3:11])=[O:26])=[CH:19][CH:18]=2)[CH2:25][CH2:24]1.